Dataset: Reaction yield outcomes from USPTO patents with 853,638 reactions. Task: Predict the reaction yield, written as a fraction of the theoretical maximum amount of product (1.0 means a 100% yield; for example, 0.34 means a 34% yield). (1) The reactants are Cl.[Cl:2][C:3]1[C:11]2[C:6](=[CH:7][CH:8]=[C:9]([C:12]3[O:16][N:15]=[C:14]([C:17]4[CH:26]=[CH:25][CH:24]=[C:23]5[C:18]=4[CH2:19][CH2:20][NH:21][CH2:22]5)[N:13]=3)[CH:10]=2)[N:5]([CH:27]([CH3:29])[CH3:28])[N:4]=1.[C:30]([O:34][C:35](=[O:38])[CH2:36]Br)([CH3:33])([CH3:32])[CH3:31]. The product is [C:30]([O:34][C:35](=[O:38])[CH2:36][N:21]1[CH2:20][CH2:19][C:18]2[C:23](=[CH:24][CH:25]=[CH:26][C:17]=2[C:14]2[N:13]=[C:12]([C:9]3[CH:10]=[C:11]4[C:6](=[CH:7][CH:8]=3)[N:5]([CH:27]([CH3:29])[CH3:28])[N:4]=[C:3]4[Cl:2])[O:16][N:15]=2)[CH2:22]1)([CH3:33])([CH3:32])[CH3:31]. No catalyst specified. The yield is 0.780. (2) The reactants are [C:1]([O:5][C:6]1[CH:11]=[CH:10][C:9]([CH2:12][C@H:13]([NH:34]C(=O)OCC2C3C=CC=CC=3C3C2=CC=CC=3)[C:14]([N:16]([CH2:26][CH:27]([O:31][CH2:32][CH3:33])[O:28][CH2:29][CH3:30])[CH2:17][C:18]2[CH:23]=[CH:22][C:21]([F:24])=[CH:20][C:19]=2[F:25])=[O:15])=[CH:8][CH:7]=1)([CH3:4])([CH3:3])[CH3:2].N1CCCCC1. No catalyst specified. The product is [NH2:34][C@@H:13]([CH2:12][C:9]1[CH:8]=[CH:7][C:6]([O:5][C:1]([CH3:3])([CH3:2])[CH3:4])=[CH:11][CH:10]=1)[C:14]([N:16]([CH2:26][CH:27]([O:31][CH2:32][CH3:33])[O:28][CH2:29][CH3:30])[CH2:17][C:18]1[CH:23]=[CH:22][C:21]([F:24])=[CH:20][C:19]=1[F:25])=[O:15]. The yield is 1.58. (3) The reactants are [CH3:1][CH:2]([CH3:6])[C:3](=[S:5])[NH2:4].[Cl:7][CH2:8][C:9](=O)[CH2:10]Cl. The catalyst is C(O)C. The product is [Cl:7][CH2:8][C:9]1[N:4]=[C:3]([CH:2]([CH3:6])[CH3:1])[S:5][CH:10]=1. The yield is 0.720. (4) The yield is 0.870. The product is [CH2:22]([O:29][N:30]1[C:36](=[O:37])[N:35]2[CH2:38][C@H:31]1[CH2:32][CH2:33][C@H:34]2[C:39]1[O:40][C:43]([CH2:44][C:45]2([NH:48][C:49](=[O:55])[O:50][C:51]([CH3:52])([CH3:53])[CH3:54])[CH2:47][CH2:46]2)=[N:42][N:41]=1)[C:23]1[CH:28]=[CH:27][CH:26]=[CH:25][CH:24]=1. The reactants are C1C=CC(P(C2C=CC=CC=2)C2C=CC=CC=2)=CC=1.II.[CH2:22]([O:29][N:30]1[C:36](=[O:37])[N:35]2[CH2:38][C@H:31]1[CH2:32][CH2:33][C@H:34]2[C:39]([NH:41][NH:42][C:43](=O)[CH2:44][C:45]1([NH:48][C:49](=[O:55])[O:50][C:51]([CH3:54])([CH3:53])[CH3:52])[CH2:47][CH2:46]1)=[O:40])[C:23]1[CH:28]=[CH:27][CH:26]=[CH:25][CH:24]=1. The catalyst is C(Cl)Cl. (5) The product is [C:4]([C:6]1[CH:11]=[CH:10][C:9]([C:12]2[CH:13]=[CH:14][C:15]3[N:16]([C:18]([C:39]4[CH:40]=[CH:41][CH:42]=[CH:43][CH:44]=4)=[C:19]([C:21]4[CH:22]=[CH:23][C:24]([C:27]5([NH:31][C:32](=[O:38])[O:33][C:34]([CH3:35])([CH3:36])[CH3:37])[CH2:28][CH2:29][CH2:30]5)=[CH:25][CH:26]=4)[N:20]=3)[N:17]=2)=[CH:8][CH:7]=1)(=[O:5])[CH3:46]. The reactants are CON(C)[C:4]([C:6]1[CH:11]=[CH:10][C:9]([C:12]2[CH:13]=[CH:14][C:15]3[N:16]([C:18]([C:39]4[CH:44]=[CH:43][CH:42]=[CH:41][CH:40]=4)=[C:19]([C:21]4[CH:26]=[CH:25][C:24]([C:27]5([NH:31][C:32](=[O:38])[O:33][C:34]([CH3:37])([CH3:36])[CH3:35])[CH2:30][CH2:29][CH2:28]5)=[CH:23][CH:22]=4)[N:20]=3)[N:17]=2)=[CH:8][CH:7]=1)=[O:5].[CH3:46][Mg]Cl.[Cl-].[NH4+]. The yield is 0.230. The catalyst is C1COCC1.